This data is from Forward reaction prediction with 1.9M reactions from USPTO patents (1976-2016). The task is: Predict the product of the given reaction. (1) Given the reactants Br[CH2:2][C:3]1[CH:28]=[CH:27][C:6]([C:7]([NH:9]C2C=CC(Cl)=C(NC(=O)C3C=CC=C(Cl)C=3)C=2)=[O:8])=[CH:5][N:4]=1.[CH2:29]([N:31]1[CH2:36][CH2:35][NH:34][CH2:33][CH2:32]1)[CH3:30], predict the reaction product. The product is: [CH2:29]([N:31]1[CH2:36][CH2:35][N:34]([CH2:2][C:3]2[CH:28]=[CH:27][C:6]([C:7]([NH2:9])=[O:8])=[CH:5][N:4]=2)[CH2:33][CH2:32]1)[CH3:30]. (2) Given the reactants [OH:1][C:2]1[C:3]([C:12]([OH:14])=O)=[CH:4][CH:5]=[C:6]2[C:11]=1[N:10]=[CH:9][CH:8]=[CH:7]2.N1(C(N2C=CN=C2)=O)C=CN=C1.[CH2:27]1[C:35]2[C:30](=[CH:31][CH:32]=[CH:33][CH:34]=2)[CH2:29][NH:28]1, predict the reaction product. The product is: [OH:1][C:2]1[C:3]([C:12]([N:28]2[CH2:29][C:30]3[C:35](=[CH:34][CH:33]=[CH:32][CH:31]=3)[CH2:27]2)=[O:14])=[CH:4][CH:5]=[C:6]2[C:11]=1[N:10]=[CH:9][CH:8]=[CH:7]2.